This data is from Full USPTO retrosynthesis dataset with 1.9M reactions from patents (1976-2016). The task is: Predict the reactants needed to synthesize the given product. Given the product [CH3:76][C:75]1[C:74]2[CH:72]=[CH:71][C:70]([OH:84])=[CH:69][C:68]=2[O:73][C:108](=[O:110])[CH:109]=1, predict the reactants needed to synthesize it. The reactants are: CCCCCCCCCCCCCCCCCC(N[C@H]([C@H](O)/C=C/CCCCCCCCCCCCC)CO[C@@H]1O[C@H](CO)[C@@H](O[C@@H]2O[C@H](CO)[C@H](O[C@@H]3O[C@H](CO)[C@H](O)[C@H](O[C@@H]4O[C@H](CO)[C@H](O)[C@H](O)[C@H]4O)[C@H]3NC(C)=O)[C@H](O[C@@:68]3(C(O)=O)[O:73][C@@H:72]([C@H:74](O)[C@H:75](O)[CH2:76]O)[C@H:71](NC(C)=O)[C@@H:70]([OH:84])[CH2:69]3)[C@H]2O)[C@H](O)[C@H]1O)=O.[CH2:108]([OH:110])[CH3:109].